From a dataset of Aqueous solubility values for 9,982 compounds from the AqSolDB database. Regression/Classification. Given a drug SMILES string, predict its absorption, distribution, metabolism, or excretion properties. Task type varies by dataset: regression for continuous measurements (e.g., permeability, clearance, half-life) or binary classification for categorical outcomes (e.g., BBB penetration, CYP inhibition). For this dataset (solubility_aqsoldb), we predict Y. The molecule is CC(C)(N=NC(C)(C)C(=N)N)C(=N)N.[Cl-].[H+]. The Y is -0.145 log mol/L.